Dataset: Full USPTO retrosynthesis dataset with 1.9M reactions from patents (1976-2016). Task: Predict the reactants needed to synthesize the given product. (1) The reactants are: Br[C:2]1[CH:7]=[CH:6][C:5]([CH3:8])=[CH:4][C:3]=1[F:9].C(OCC)(=O)C.[CH3:16][N:17](C=O)C. Given the product [C:16]([C:2]1[CH:7]=[CH:6][C:5]([CH3:8])=[CH:4][C:3]=1[F:9])#[N:17], predict the reactants needed to synthesize it. (2) Given the product [F:60][CH:58]([F:59])[CH:21]([OH:20])[CH2:22][O:23][C@H:24]1[CH2:25][CH2:26][C@H:27]([N:30]2[C:35](=[O:36])[C:34]([CH2:37][C:38]3[CH:43]=[CH:42][C:41]([C:44]4[CH:49]=[CH:48][CH:47]=[CH:46][C:45]=4[C:50]4[NH:51][C:4](=[O:7])[O:5][N:3]=4)=[CH:40][CH:39]=3)=[C:33]([CH2:52][CH2:53][CH3:54])[N:32]3[N:55]=[CH:56][N:57]=[C:31]23)[CH2:28][CH2:29]1, predict the reactants needed to synthesize it. The reactants are: [Cl-].O[NH3+:3].[C:4](=[O:7])([O-])[OH:5].[Na+].CS(C)=O.[Si]([O:20][CH:21]([CH:58]([F:60])[F:59])[CH2:22][O:23][C@H:24]1[CH2:29][CH2:28][C@H:27]([N:30]2[C:35](=[O:36])[C:34]([CH2:37][C:38]3[CH:43]=[CH:42][C:41]([C:44]4[C:45]([C:50]#[N:51])=[CH:46][CH:47]=[CH:48][CH:49]=4)=[CH:40][CH:39]=3)=[C:33]([CH2:52][CH2:53][CH3:54])[N:32]3[N:55]=[CH:56][N:57]=[C:31]23)[CH2:26][CH2:25]1)(C(C)(C)C)(C)C. (3) Given the product [CH3:53][CH:54]1[CH2:58][C:57](=[O:59])[CH2:56][CH:55]1[C:60]([O:62][CH2:63][CH3:64])=[O:61].[CH3:53][C@@H:54]1[CH2:58][C:57](=[O:59])[CH2:56][C@@H:55]1[C:60]([O:62][CH2:63][CH3:64])=[O:61], predict the reactants needed to synthesize it. The reactants are: C1C=CC(P(C2C=CC3C(=CC=CC=3)C=2C2C3C(=CC=CC=3)C=CC=2P(C2C=CC=CC=2)C2C=CC=CC=2)C2C=CC=CC=2)=CC=1.CC(C)([O-])C.[Na+].[CH3:53][C:54]1[CH:55]([C:60]([O:62][CH2:63][CH3:64])=[O:61])[CH2:56][C:57](=[O:59])[CH:58]=1.C(O)(C)(C)C. (4) Given the product [NH2:1][C:2]1[C:3]2[C:10]([C:11]3[CH:12]=[CH:13][C:14]([O:17][C:18]4[CH:23]=[CH:22][CH:21]=[CH:20][CH:19]=4)=[CH:15][CH:16]=3)=[CH:9][N:8]([CH:41]3[CH2:37][CH2:38][N:39]([C:42]([O:44][C:45]([CH3:48])([CH3:47])[CH3:46])=[O:43])[CH2:40]3)[C:4]=2[N:5]=[CH:6][N:7]=1, predict the reactants needed to synthesize it. The reactants are: [NH2:1][C:2]1[C:3]2[C:10]([C:11]3[CH:16]=[CH:15][C:14]([O:17][C:18]4[CH:23]=[CH:22][CH:21]=[CH:20][CH:19]=4)=[CH:13][CH:12]=3)=[CH:9][NH:8][C:4]=2[N:5]=[CH:6][N:7]=1.[H-].[Na+].CC1C=CC(S(O[CH:37]2[CH2:41][CH2:40][N:39]([C:42]([O:44][C:45]([CH3:48])([CH3:47])[CH3:46])=[O:43])[CH2:38]2)(=O)=O)=CC=1. (5) Given the product [Cl:6][C:7]1[CH:12]=[C:11]([C:13]([F:15])([F:14])[F:16])[CH:10]=[C:9]([Cl:17])[C:8]=1[NH:18][NH:19][C:3](=[O:4])[CH2:2][Cl:1], predict the reactants needed to synthesize it. The reactants are: [Cl:1][CH2:2][C:3](Cl)=[O:4].[Cl:6][C:7]1[CH:12]=[C:11]([C:13]([F:16])([F:15])[F:14])[CH:10]=[C:9]([Cl:17])[C:8]=1[NH:18][NH2:19].[OH-].[Na+]. (6) Given the product [CH3:2][C:1]1[NH:16][C:14](=[S:15])[NH:13][C:5](=[O:6])[C:4]=1[CH:10]([CH3:12])[CH3:11], predict the reactants needed to synthesize it. The reactants are: [C:1]([CH:4]([CH:10]([CH3:12])[CH3:11])[C:5](OCC)=[O:6])(=O)[CH3:2].[NH2:13][C:14]([NH2:16])=[S:15].